From a dataset of Forward reaction prediction with 1.9M reactions from USPTO patents (1976-2016). Predict the product of the given reaction. (1) Given the reactants Br[C:2]1[CH:7]=[CH:6][C:5]([CH:8]([CH3:15])[CH2:9][NH:10][S:11]([CH3:14])(=[O:13])=[O:12])=[CH:4][CH:3]=1.[CH:16]([C:18]1[CH:19]=[C:20](B(O)O)[CH:21]=[CH:22][CH:23]=1)=[O:17].C(=O)([O-])[O-].[K+].[K+].O, predict the reaction product. The product is: [CH:16]([C:18]1[CH:23]=[C:22]([C:2]2[CH:7]=[CH:6][C:5]([CH:8]([CH3:15])[CH2:9][NH:10][S:11]([CH3:14])(=[O:13])=[O:12])=[CH:4][CH:3]=2)[CH:21]=[CH:20][CH:19]=1)=[O:17]. (2) Given the reactants Br[C:2]1[CH:7]=[CH:6][C:5]([Br:8])=[CH:4][N:3]=1.[F:9][C:10]1[CH:15]=[CH:14][C:13](B(O)O)=[CH:12][CH:11]=1, predict the reaction product. The product is: [Br:8][C:5]1[CH:6]=[CH:7][C:2]([C:13]2[CH:14]=[CH:15][C:10]([F:9])=[CH:11][CH:12]=2)=[N:3][CH:4]=1. (3) Given the reactants [OH-].[Na+].[Cl:3][C:4]1[C:13]2[C:8](=[CH:9][C:10]([S:14]([NH:17][C:18]3([C:22]([O:24]CC)=[O:23])[CH2:21][CH2:20][CH2:19]3)(=[O:16])=[O:15])=[CH:11][CH:12]=2)[C:7]([NH:27][C:28]([NH2:30])=[NH:29])=[N:6][CH:5]=1.Cl, predict the reaction product. The product is: [ClH:3].[Cl:3][C:4]1[C:13]2[C:8](=[CH:9][C:10]([S:14]([NH:17][C:18]3([C:22]([OH:24])=[O:23])[CH2:21][CH2:20][CH2:19]3)(=[O:15])=[O:16])=[CH:11][CH:12]=2)[C:7]([NH:27][C:28]([NH2:30])=[NH:29])=[N:6][CH:5]=1. (4) The product is: [C:1]1([C@H:7]([NH:9][C@@H:10]2[CH2:19][CH2:18][C:13]3([O:17][CH2:16][CH2:15][O:14]3)[CH2:12][C@@H:11]2[C:20]([O:22][CH2:23][CH3:24])=[O:21])[CH3:8])[CH:6]=[CH:5][CH:4]=[CH:3][CH:2]=1.[C:31]1([CH3:41])[CH:32]=[CH:33][C:34]([S:37]([OH:40])(=[O:38])=[O:39])=[CH:35][CH:36]=1. Given the reactants [C:1]1([C@H:7]([NH:9][C@@H:10]2[CH2:19][CH2:18][C:13]3([O:17][CH2:16][CH2:15][O:14]3)[CH2:12][C@@H:11]2[C:20]([O:22][CH2:23][CH3:24])=[O:21])[CH3:8])[CH:6]=[CH:5][CH:4]=[CH:3][CH:2]=1.CCOCC.O.[C:31]1([CH3:41])[CH:36]=[CH:35][C:34]([S:37]([OH:40])(=[O:39])=[O:38])=[CH:33][CH:32]=1, predict the reaction product. (5) Given the reactants [CH3:1][N:2]1[CH:6]=[C:5]([C:7](Cl)=[O:8])[N:4]=[CH:3]1.[NH2:10][C:11]1[CH:21]=[CH:20][C:19]([C:22]2[CH:23]=[C:24]3[C:30]([C:31]4[CH:36]=[CH:35][CH:34]=[CH:33][C:32]=4[O:37][CH3:38])=[CH:29][N:28]([S:39]([C:42]4[CH:47]=[CH:46][C:45]([CH3:48])=[CH:44][CH:43]=4)(=[O:41])=[O:40])[C:25]3=[N:26][CH:27]=2)=[CH:18][C:12]=1[C:13]([N:15]([CH3:17])[CH3:16])=[O:14].N1C=CC=CC=1.[Cl-].[NH4+], predict the reaction product. The product is: [CH3:17][N:15]([CH3:16])[C:13]([C:12]1[CH:18]=[C:19]([C:22]2[CH:23]=[C:24]3[C:30]([C:31]4[CH:36]=[CH:35][CH:34]=[CH:33][C:32]=4[O:37][CH3:38])=[CH:29][N:28]([S:39]([C:42]4[CH:43]=[CH:44][C:45]([CH3:48])=[CH:46][CH:47]=4)(=[O:41])=[O:40])[C:25]3=[N:26][CH:27]=2)[CH:20]=[CH:21][C:11]=1[NH:10][C:7]([C:5]1[N:4]=[CH:3][N:2]([CH3:1])[CH:6]=1)=[O:8])=[O:14]. (6) Given the reactants FC(F)(F)C(O)=O.NCCC1CCN([C:17]2[C:18]3[S:25][C:24]([C:26]([NH2:28])=[O:27])=[CH:23][C:19]=3[N:20]=[CH:21][N:22]=2)CC1.C([O-])([O-])=O.[Na+].[Na+].C(SCC)(=S)C, predict the reaction product. The product is: [N:20]1[C:19]2[CH:23]=[C:24]([C:26]([NH2:28])=[O:27])[S:25][C:18]=2[CH:17]=[N:22][CH:21]=1. (7) Given the reactants [Cl:1][C:2]1[CH:7]=[CH:6][C:5]([C:8]2[C:9](=[O:24])[NH:10][N:11]=[CH:12][C:13]=2[C:14]2[CH:19]=[CH:18][C:17]([S:20]([CH3:23])(=[O:22])=[O:21])=[CH:16][CH:15]=2)=[CH:4][CH:3]=1.[F:25][C:26]1[CH:31]=[CH:30][C:29](I)=[CH:28][CH:27]=1.N, predict the reaction product. The product is: [F:25][C:26]1[CH:31]=[CH:30][C:29]([N:10]2[C:9](=[O:24])[C:8]([C:5]3[CH:6]=[CH:7][C:2]([Cl:1])=[CH:3][CH:4]=3)=[C:13]([C:14]3[CH:19]=[CH:18][C:17]([S:20]([CH3:23])(=[O:22])=[O:21])=[CH:16][CH:15]=3)[CH:12]=[N:11]2)=[CH:28][CH:27]=1. (8) Given the reactants [C:1]([O:9][CH2:10][CH2:11][N:12]([CH3:14])[CH3:13])(=[O:8])/[CH:2]=[CH:3]/[C:4]([O:6][CH3:7])=[O:5].[CH3:15][I:16], predict the reaction product. The product is: [I-:16].[CH3:7][O:6][C:4](=[O:5])/[CH:3]=[CH:2]/[C:1]([O:9][CH2:10][CH2:11][N+:12]([CH3:15])([CH3:14])[CH3:13])=[O:8]. (9) Given the reactants [F:1][C:2]1[CH:7]=[CH:6][C:5]([F:8])=[CH:4][C:3]=1[OH:9].Br[CH2:11][C:12]#[N:13], predict the reaction product. The product is: [F:1][C:2]1[CH:7]=[CH:6][C:5]([F:8])=[CH:4][C:3]=1[O:9][CH2:11][C:12]#[N:13].